Dataset: Catalyst prediction with 721,799 reactions and 888 catalyst types from USPTO. Task: Predict which catalyst facilitates the given reaction. Reactant: [OH:1][C:2]1[CH:3]=[C:4]([CH:7]=[CH:8][C:9]=1O)[C:5]#[N:6].[C:11](=[O:14])([O-])[O-].[K+].[K+].Br[CH2:18][CH2:19][CH2:20][CH2:21][CH2:22][CH2:23][CH2:24][CH2:25][CH2:26][CH2:27][CH2:28][CH2:29][CH2:30][CH2:31][CH2:32][CH3:33].[I-].[K+]. Product: [CH2:18]([O:1][C:2]1[CH:3]=[C:4]([CH:7]=[CH:8][C:9]=1[O:14][CH2:11][CH2:32][CH2:31][CH2:30][CH2:29][CH2:28][CH2:27][CH2:26][CH2:25][CH2:24][CH2:23][CH2:22][CH2:21][CH2:20][CH2:19][CH3:18])[C:5]#[N:6])[CH2:19][CH2:20][CH2:21][CH2:22][CH2:23][CH2:24][CH2:25][CH2:26][CH2:27][CH2:28][CH2:29][CH2:30][CH2:31][CH2:32][CH3:33]. The catalyst class is: 9.